From a dataset of Catalyst prediction with 721,799 reactions and 888 catalyst types from USPTO. Predict which catalyst facilitates the given reaction. Reactant: Cl[C:2]1[N:7]=[C:6]([NH:8][CH:9]2[CH2:13][CH2:12][CH2:11][CH2:10]2)[C:5]([N+:14]([O-:16])=[O:15])=[CH:4][N:3]=1.[NH2:17][C@H:18]1[CH2:23][CH2:22][C@H:21]([OH:24])[CH2:20][CH2:19]1.C(N(CC)C(C)C)(C)C. Product: [CH:9]1([NH:8][C:6]2[C:5]([N+:14]([O-:16])=[O:15])=[CH:4][N:3]=[C:2]([NH:17][C@H:18]3[CH2:23][CH2:22][C@H:21]([OH:24])[CH2:20][CH2:19]3)[N:7]=2)[CH2:13][CH2:12][CH2:11][CH2:10]1. The catalyst class is: 3.